This data is from Peptide-MHC class I binding affinity with 185,985 pairs from IEDB/IMGT. The task is: Regression. Given a peptide amino acid sequence and an MHC pseudo amino acid sequence, predict their binding affinity value. This is MHC class I binding data. (1) The peptide sequence is LILAPTRVV. The MHC is HLA-B07:02 with pseudo-sequence HLA-B07:02. The binding affinity (normalized) is 0.0847. (2) The peptide sequence is TYLQSLASL. The MHC is HLA-A66:01 with pseudo-sequence HLA-A66:01. The binding affinity (normalized) is 0.213.